Task: Predict the product of the given reaction.. Dataset: Forward reaction prediction with 1.9M reactions from USPTO patents (1976-2016) (1) Given the reactants [CH3:1][N:2]1[CH:6]=[C:5]([C:7]2[CH:12]=[CH:11][C:10]([C:13]3[C:22]4[C:17](=[CH:18][CH:19]=[C:20]([C:23]([OH:25])=O)[CH:21]=4)[CH:16]=[N:15][CH:14]=3)=[CH:9][CH:8]=2)[CH:4]=[N:3]1.CN(C(ON1N=NC2C=CC=NC1=2)=[N+](C)C)C.F[P-](F)(F)(F)(F)F.CCN(C(C)C)C(C)C.[CH3:59][O:60][C:61]1([CH3:65])[CH2:64][NH:63][CH2:62]1.[OH-].[Na+], predict the reaction product. The product is: [CH3:59][O:60][C:61]1([CH3:65])[CH2:64][N:63]([C:23]([C:20]2[CH:21]=[C:22]3[C:17](=[CH:18][CH:19]=2)[CH:16]=[N:15][CH:14]=[C:13]3[C:10]2[CH:9]=[CH:8][C:7]([C:5]3[CH:4]=[N:3][N:2]([CH3:1])[CH:6]=3)=[CH:12][CH:11]=2)=[O:25])[CH2:62]1. (2) Given the reactants C[O:2][C:3](=[O:34])[C@@H:4]([NH:11][C:12]([NH2:33])=[N:13][NH:14][C:15](=[O:32])[C@H:16]([NH:24][C:25]([O:27][C:28]([CH3:31])([CH3:30])[CH3:29])=[O:26])[CH2:17][C:18]1[CH:23]=[CH:22][CH:21]=[CH:20][CH:19]=1)[CH2:5][CH2:6][CH2:7][N+:8]([O-:10])=[O:9].O.[OH-].[Li+].O.FC(F)(F)C(O)=O, predict the reaction product. The product is: [C:28]([O:27][C:25]([NH:24][C@H:16]([CH2:17][C:18]1[CH:19]=[CH:20][CH:21]=[CH:22][CH:23]=1)[C:15]([NH:14][N:13]=[C:12]([NH2:33])[NH:11][C@@H:4]([CH2:5][CH2:6][CH2:7][N+:8]([O-:10])=[O:9])[C:3]([OH:34])=[O:2])=[O:32])=[O:26])([CH3:31])([CH3:29])[CH3:30].